Task: Predict which catalyst facilitates the given reaction.. Dataset: Catalyst prediction with 721,799 reactions and 888 catalyst types from USPTO (1) Reactant: [F:1][C:2]([F:25])([F:24])[C:3]([N:5]1[CH2:14][CH2:13][C:12]2[C:7](=[CH:8][CH:9]=[C:10]([O:15][CH3:16])[CH:11]=2)[CH:6]1[C:17]1[CH:22]=[CH:21][C:20]([OH:23])=[CH:19][CH:18]=1)=[O:4].[C:26]1([CH3:36])[CH:31]=[CH:30][C:29]([S:32](Cl)(=[O:34])=[O:33])=[CH:28][CH:27]=1.CCN(CC)CC. Product: [CH3:16][O:15][C:10]1[CH:11]=[C:12]2[C:7](=[CH:8][CH:9]=1)[CH:6]([C:17]1[CH:18]=[CH:19][C:20]([O:23][S:32]([C:29]3[CH:30]=[CH:31][C:26]([CH3:36])=[CH:27][CH:28]=3)(=[O:34])=[O:33])=[CH:21][CH:22]=1)[N:5]([C:3](=[O:4])[C:2]([F:1])([F:24])[F:25])[CH2:14][CH2:13]2. The catalyst class is: 21. (2) Reactant: [N:1]1([CH2:7][CH2:8][C:9]([OH:11])=O)[CH2:6][CH2:5][CH2:4][CH2:3][CH2:2]1.C(N(CC)C(C)C)(C)C.F[B-](F)(F)F.O=C1C=CC=CN1OC(N(C)C)=[N+](C)C.[NH2:41][CH2:42][C:43]1[CH:48]=[CH:47][C:46]([C:49]2[NH:66][C:52]3[N:53]=[CH:54][N:55]=[C:56]([NH:57][C@@H:58]([C:60]4[CH:65]=[CH:64][CH:63]=[CH:62][CH:61]=4)[CH3:59])[C:51]=3[CH:50]=2)=[CH:45][CH:44]=1. Product: [C:60]1([C@H:58]([NH:57][C:56]2[C:51]3[CH:50]=[C:49]([C:46]4[CH:45]=[CH:44][C:43]([CH2:42][NH:41][C:9](=[O:11])[CH2:8][CH2:7][N:1]5[CH2:2][CH2:3][CH2:4][CH2:5][CH2:6]5)=[CH:48][CH:47]=4)[NH:66][C:52]=3[N:53]=[CH:54][N:55]=2)[CH3:59])[CH:61]=[CH:62][CH:63]=[CH:64][CH:65]=1. The catalyst class is: 3.